From a dataset of Full USPTO retrosynthesis dataset with 1.9M reactions from patents (1976-2016). Predict the reactants needed to synthesize the given product. (1) The reactants are: C([NH:3][C@@H:4]1[C:53](=[O:54])[N:6]2[C:7]([C:37]([O:39][CH:40]([C:47]3[CH:52]=[CH:51][CH:50]=[CH:49][CH:48]=3)[C:41]3[CH:46]=[CH:45][CH:44]=[CH:43][CH:42]=3)=[O:38])=[C:8]([S:11][CH2:12][C:13]3[CH:14]=[N:15][N:16](C(C4C=CC=CC=4)(C4C=CC=CC=4)C4C=CC=CC=4)[CH:17]=3)[CH2:9][S:10][C@H:5]12)=O.Cl. Given the product [NH2:3][C@@H:4]1[C:53](=[O:54])[N:6]2[C:7]([C:37]([O:39][CH:40]([C:41]3[CH:46]=[CH:45][CH:44]=[CH:43][CH:42]=3)[C:47]3[CH:52]=[CH:51][CH:50]=[CH:49][CH:48]=3)=[O:38])=[C:8]([S:11][CH2:12][C:13]3[CH:17]=[N:16][NH:15][CH:14]=3)[CH2:9][S:10][C@H:5]12, predict the reactants needed to synthesize it. (2) Given the product [CH3:1][C:2]1[C:7]([CH2:8][OH:9])=[CH:6][CH:5]=[CH:4][C:3]=1[C:12]1[C:17]([CH3:18])=[CH:16][CH:15]=[CH:14][C:13]=1[CH3:19], predict the reactants needed to synthesize it. The reactants are: [CH3:1][C:2]1[C:7]([C:8](OC)=[O:9])=[CH:6][CH:5]=[CH:4][C:3]=1[C:12]1[C:17]([CH3:18])=[CH:16][CH:15]=[CH:14][C:13]=1[CH3:19].[H-].[Al+3].[Li+].[H-].[H-].[H-].[Cl-].[NH4+].[H][H]. (3) Given the product [OH:67][C:48]12[C:59]3[C:64](=[CH:63][CH:62]=[CH:61][CH:60]=3)[C:65](=[O:66])[C:47]1([NH:46][C:9](=[O:11])[C:8]([N:5]1[CH2:4][CH2:3][N:2]([CH3:1])[CH2:7][CH2:6]1)=[O:12])[C:51]1[CH:52]=[CH:53][C:54]([CH:56]([CH3:58])[CH3:57])=[CH:55][C:50]=1[O:49]2, predict the reactants needed to synthesize it. The reactants are: [CH3:1][N:2]1[CH2:7][CH2:6][N:5]([C:8](=[O:12])[C:9]([OH:11])=O)[CH2:4][CH2:3]1.CN(C(ON1N=NC2C=CC=NC1=2)=[N+](C)C)C.F[P-](F)(F)(F)(F)F.CCN(C(C)C)C(C)C.[NH2:46][C:47]12[C:65](=[O:66])[C:64]3[C:59](=[CH:60][CH:61]=[CH:62][CH:63]=3)[C:48]1([OH:67])[O:49][C:50]1[CH:55]=[C:54]([CH:56]([CH3:58])[CH3:57])[CH:53]=[CH:52][C:51]=12. (4) Given the product [F:35][C:36]1[CH:41]=[C:40]([F:42])[CH:39]=[CH:38][C:37]=1[CH2:43][NH:44][C:45]([C:47]1[C:48](=[O:73])[C:49]([OH:65])=[C:50]2[C:55](=[O:56])[N:54]3[CH2:57][C@@H:58]4[CH2:63][CH2:62][CH2:61][CH2:60][N:59]4[C@@H:53]3[CH2:52][N:51]2[CH:64]=1)=[O:46], predict the reactants needed to synthesize it. The reactants are: FC1C=C(F)C=CC=1CCNC(C1C(=O)C(O)=C2C(=O)N3C[C@@H]4C(C)CCCN4[C@@H]3CN2C=1)=O.[F:35][C:36]1[CH:41]=[C:40]([F:42])[CH:39]=[CH:38][C:37]=1[CH2:43][NH:44][C:45]([C:47]1[C:48](=[O:73])[C:49]([O:65]CC2C=CC=CC=2)=[C:50]2[C:55](=[O:56])[N:54]3[CH2:57][C@@H:58]4[CH2:63][CH2:62][CH2:61][CH2:60][N:59]4[C@@H:53]3[CH2:52][N:51]2[CH:64]=1)=[O:46]. (5) Given the product [Br:13][C:14]1[CH:15]=[N:16][CH:17]=[C:18]([F:20])[C:19]=1[CH:25]([OH:26])[CH2:24][O:23][CH2:21][CH3:22], predict the reactants needed to synthesize it. The reactants are: [Li]CCCC.C(NC(C)C)(C)C.[Br:13][C:14]1[CH:15]=[N:16][CH:17]=[C:18]([F:20])[CH:19]=1.[CH2:21]([O:23][CH2:24][CH:25]=[O:26])[CH3:22]. (6) Given the product [F:16][C:15]1[CH:14]=[C:13]([C:17]([OH:20])([CH3:18])[CH3:19])[CH:12]=[C:11]([F:21])[C:10]=1[C:4]1[S:3][C:2]([NH:1][C:23]2[CH:24]=[CH:25][C:26]([CH2:30][O:31][CH2:32][C:33]([OH:35])([CH3:34])[CH3:36])=[C:27]([CH3:29])[N:28]=2)=[C:6]([C:7]([NH2:9])=[O:8])[CH:5]=1, predict the reactants needed to synthesize it. The reactants are: [NH2:1][C:2]1[S:3][C:4]([C:10]2[C:15]([F:16])=[CH:14][C:13]([C:17]([OH:20])([CH3:19])[CH3:18])=[CH:12][C:11]=2[F:21])=[CH:5][C:6]=1[C:7]([NH2:9])=[O:8].Cl[C:23]1[N:28]=[C:27]([CH3:29])[C:26]([CH2:30][O:31][CH2:32][C:33]([CH3:36])([OH:35])[CH3:34])=[CH:25][CH:24]=1. (7) Given the product [CH:2]([S:15][C:6]1[CH:7]=[CH:8][C:9]2[C:14](=[CH:13][CH:12]=[CH:11][CH:10]=2)[CH:5]=1)([CH3:4])[CH3:3], predict the reactants needed to synthesize it. The reactants are: Br[CH:2]([CH3:4])[CH3:3].[CH:5]1[C:14]2[C:9](=[CH:10][CH:11]=[CH:12][CH:13]=2)[CH:8]=[CH:7][C:6]=1[SH:15].C(=O)([O-])[O-].[K+].[K+].